From a dataset of HIV replication inhibition screening data with 41,000+ compounds from the AIDS Antiviral Screen. Binary Classification. Given a drug SMILES string, predict its activity (active/inactive) in a high-throughput screening assay against a specified biological target. (1) The compound is COc1cc(OC)cc(-c2cc(=O)c3c(OC)c(OC)c(OC)c(OC)c3o2)c1. The result is 0 (inactive). (2) The drug is Cc1ccccc1Nc1nc2ccccc2nc1NS(=O)(=O)c1ccccc1. The result is 0 (inactive). (3) The molecule is COc1ccc(C=C2C(=O)N(C(=O)c3ccc(NC(C)=O)cc3)N=C2C)cc1. The result is 0 (inactive). (4) The molecule is O=c1cc(-c2ccccc2)oc2cc(O)c(O)c(O)c12. The result is 0 (inactive). (5) The molecule is CC(=O)OCC1OC(n2c(C)c(C)c(C)c(C#N)c2=S)C(OC(C)=O)C(OC(C)=O)C1OC(C)=O. The result is 0 (inactive). (6) The molecule is Cc1cc(C23OC4COC(C)(C)OC4C2OC(C)(C)O3)nc2ccccc12. The result is 0 (inactive). (7) The molecule is COc1nc(NC2OCC(OC(C)=O)C(OC(C)=O)C2OC(C)=O)c(-c2csc(=N)[nH]2)c(=O)n1C. The result is 0 (inactive). (8) The drug is Cc1ccc2cc(-c3ccccc3)c3ccc(C)[n+]4c3c2[n+]1[Cu-3]41[n+]2c(C)ccc3cc(-c4ccccc4)c4ccc(C)[n+]1c4c32.O=C1OC(C(O)C[O-])C(O)=C1O. The result is 0 (inactive). (9) The drug is COc1ccc(C2=Nc3c(O)nc(SC)nc3NC(c3ccccc3)C2)cc1. The result is 0 (inactive). (10) The drug is O=[N+]([O-])c1ccc(C=[N+]([O-])CCO)o1. The result is 0 (inactive).